Task: Predict the product of the given reaction.. Dataset: Forward reaction prediction with 1.9M reactions from USPTO patents (1976-2016) (1) Given the reactants [CH3:1][N:2]1[CH2:7][CH2:6][N:5]([CH:8]2[CH2:13][CH2:12][N:11](C(OC(C)(C)C)=O)[CH2:10][CH2:9]2)[CH2:4][CH2:3]1.[ClH:21], predict the reaction product. The product is: [ClH:21].[CH3:1][N:2]1[CH2:7][CH2:6][N:5]([CH:8]2[CH2:13][CH2:12][NH:11][CH2:10][CH2:9]2)[CH2:4][CH2:3]1. (2) Given the reactants [Br:1][C:2]1[N:3]=[CH:4][C:5]([NH2:8])=[N:6][CH:7]=1.CCN(C(C)C)C(C)C.[CH3:18][C:19]([O:22][C:23](O[C:23]([O:22][C:19]([CH3:21])([CH3:20])[CH3:18])=[O:24])=[O:24])([CH3:21])[CH3:20], predict the reaction product. The product is: [Br:1][C:2]1[N:3]=[CH:4][C:5]([NH:8][C:23](=[O:24])[O:22][C:19]([CH3:21])([CH3:20])[CH3:18])=[N:6][CH:7]=1. (3) Given the reactants [FH:1].[Sb](Cl)(Cl)(Cl)(Cl)Cl.[F:8][C:9]1[C:17]([O:18][C:19](Cl)([F:21])[F:20])=[C:16]([F:23])[C:15]([F:24])=[CH:14][C:10]=1[C:11]([F:13])=[O:12], predict the reaction product. The product is: [F:8][C:9]1[C:17]([O:18][C:19]([F:1])([F:21])[F:20])=[C:16]([F:23])[C:15]([F:24])=[CH:14][C:10]=1[C:11]([F:13])=[O:12].